Dataset: Full USPTO retrosynthesis dataset with 1.9M reactions from patents (1976-2016). Task: Predict the reactants needed to synthesize the given product. (1) The reactants are: [C:9](O[C:9]([O:11][C:12]([CH3:15])([CH3:14])[CH3:13])=[O:10])([O:11][C:12]([CH3:15])([CH3:14])[CH3:13])=[O:10].[OH:16][C@@H:17]1[CH2:21][NH:20][C@H:19]([C:22]([OH:24])=[O:23])[CH2:18]1.[OH-].[Na+].[CH2:27](Br)[CH:28]=[CH2:29]. Given the product [OH:16][C@@H:17]1[CH2:21][N:20]([C:9]([O:11][C:12]([CH3:13])([CH3:14])[CH3:15])=[O:10])[C@H:19]([C:22]([O:24][CH2:29][CH:28]=[CH2:27])=[O:23])[CH2:18]1, predict the reactants needed to synthesize it. (2) Given the product [OH:1][C:2]1[CH:11]=[CH:10][C:5]2[C:6](=[O:9])[CH2:7][O:8][C:4]=2[C:3]=1[CH2:22][N:19]1[CH2:20][CH2:21][N:16]([S:13]([CH3:12])(=[O:15])=[O:14])[CH2:17][CH2:18]1, predict the reactants needed to synthesize it. The reactants are: [OH:1][C:2]1[CH:11]=[CH:10][C:5]2[C:6](=[O:9])[CH2:7][O:8][C:4]=2[CH:3]=1.[CH3:12][S:13]([N:16]1[CH2:21][CH2:20][NH:19][CH2:18][CH2:17]1)(=[O:15])=[O:14].[CH2:22]=O. (3) Given the product [NH:31]1[C:29]2=[N:30][CH:25]=[C:42]([C:16]3[N:15]=[C:14]4[N:9]([CH2:8][CH2:7][CH:4]5[CH2:5][CH2:6][O:1][CH2:2][CH2:3]5)[C:10](=[O:23])[CH2:11][NH:12][C:13]4=[N:18][CH:17]=3)[CH:43]=[C:38]2[CH:37]=[CH:36]1, predict the reactants needed to synthesize it. The reactants are: [O:1]1[CH2:6][CH2:5][CH:4]([CH2:7][CH2:8][N:9]2[C:14]3=[N:15][C:16]([Sn](C)(C)C)=[CH:17][N:18]=[C:13]3[NH:12][CH2:11][C:10]2=[O:23])[CH2:3][CH2:2]1.Br[C:25]1[N:30]=[C:29]2[N:31]([CH2:36][CH2:37][CH:38]3[CH2:43][CH2:42]OCC3)C(=O)CNC2=NC=1.C[Sn](C)C.C[Sn](C)C. (4) Given the product [F:14][CH:13]([F:15])[C:5]1[N:6]([CH2:11][CH3:12])[C:7]2[C:3]([N:4]=1)=[C:2]([NH:16][C@H:17]1[CH2:21][CH2:20][N:19]([C:22]([O:24][C:25]([CH3:28])([CH3:27])[CH3:26])=[O:23])[CH2:18]1)[N:10]=[CH:9][N:8]=2, predict the reactants needed to synthesize it. The reactants are: Cl[C:2]1[N:10]=[CH:9][N:8]=[C:7]2[C:3]=1[N:4]=[C:5]([CH:13]([F:15])[F:14])[N:6]2[CH2:11][CH3:12].[NH2:16][C@H:17]1[CH2:21][CH2:20][N:19]([C:22]([O:24][C:25]([CH3:28])([CH3:27])[CH3:26])=[O:23])[CH2:18]1.CCN(C(C)C)C(C)C. (5) Given the product [ClH:1].[F:24][C:20]1[CH:19]=[C:18]([CH:23]=[CH:22][CH:21]=1)[CH2:17][NH:16][C:14]1[N:13]([CH3:25])[C:12]2[CH:26]=[CH:27][C:9]([N:8]([C:6]3[CH:5]=[CH:4][N:3]=[C:2]([NH:38][C:37]4[CH:39]=[CH:40][C:34]([CH2:33][S:30]([CH3:29])(=[O:32])=[O:31])=[CH:35][CH:36]=4)[N:7]=3)[CH3:28])=[CH:10][C:11]=2[N:15]=1, predict the reactants needed to synthesize it. The reactants are: [Cl:1][C:2]1[N:7]=[C:6]([N:8]([CH3:28])[C:9]2[CH:27]=[CH:26][C:12]3[N:13]([CH3:25])[C:14]([NH:16][CH2:17][C:18]4[CH:23]=[CH:22][CH:21]=[C:20]([F:24])[CH:19]=4)=[N:15][C:11]=3[CH:10]=2)[CH:5]=[CH:4][N:3]=1.[CH3:29][S:30]([CH2:33][C:34]1[CH:40]=[CH:39][C:37]([NH2:38])=[CH:36][CH:35]=1)(=[O:32])=[O:31]. (6) Given the product [CH:1]1([NH:9][C:49]([C:31]2[CH:30]=[N:29][N:42]3[CH:12]([C:11]([F:24])([F:23])[F:10])[CH2:13][CH:14]([C:16]4[CH:21]=[CH:20][CH:19]=[CH:18][CH:17]=4)[NH:33][C:32]=23)=[O:50])[CH2:8][CH2:7][CH2:6][CH2:5][CH2:4][CH2:3][CH2:2]1, predict the reactants needed to synthesize it. The reactants are: [CH:1]1([NH2:9])[CH2:8][CH2:7][CH2:6][CH2:5][CH2:4][CH2:3][CH2:2]1.[F:10][C:11]([F:24])([F:23])[C:12](=O)[CH2:13][C:14]([C:16]1[CH:21]=[CH:20][CH:19]=[CH:18][CH:17]=1)=O.CCN=C=[N:29][CH2:30][CH2:31][CH2:32][N:33](C)C.C1C=CC2N(O)N=[N:42]C=2C=1.CN([CH:49]=[O:50])C. (7) Given the product [ClH:34].[F:32][C:22]1[CH:21]=[C:20]2[C:25](=[CH:24][C:23]=1[C:26]1[CH:27]=[CH:28][CH:29]=[CH:30][CH:31]=1)[N:17]([C:15](=[O:16])[CH2:14][N:11]1[CH2:12][CH2:13][NH:8][C@H:9]([CH3:33])[CH2:10]1)[CH2:18][CH2:19]2, predict the reactants needed to synthesize it. The reactants are: C(OC([N:8]1[CH2:13][CH2:12][N:11]([CH2:14][C:15]([N:17]2[C:25]3[C:20](=[CH:21][C:22]([F:32])=[C:23]([C:26]4[CH:31]=[CH:30][CH:29]=[CH:28][CH:27]=4)[CH:24]=3)[CH2:19][CH2:18]2)=[O:16])[CH2:10][C@H:9]1[CH3:33])=O)(C)(C)C.[ClH:34].